This data is from Forward reaction prediction with 1.9M reactions from USPTO patents (1976-2016). The task is: Predict the product of the given reaction. (1) Given the reactants [CH2:1]([O:3][C:4]1[CH:12]=[C:11]2[C:7]([CH:8]=[N:9][NH:10]2)=[CH:6][C:5]=1[NH:13][C:14]1[C:15]2[C:22]3[CH2:23][CH2:24][CH:25]([C:27]([OH:29])=O)[CH2:26][C:21]=3[S:20][C:16]=2[N:17]=[CH:18][N:19]=1)[CH3:2].[NH:30]1[CH2:35][CH2:34][O:33][CH2:32][CH2:31]1, predict the reaction product. The product is: [CH2:1]([O:3][C:4]1[CH:12]=[C:11]2[C:7]([CH:8]=[N:9][NH:10]2)=[CH:6][C:5]=1[NH:13][C:14]1[C:15]2[C:22]3[CH2:23][CH2:24][CH:25]([C:27]([N:30]4[CH2:35][CH2:34][O:33][CH2:32][CH2:31]4)=[O:29])[CH2:26][C:21]=3[S:20][C:16]=2[N:17]=[CH:18][N:19]=1)[CH3:2]. (2) Given the reactants [Cl:1][C:2]1[CH:7]=[CH:6][C:5]([CH:8]([C:10]2[CH:15]=[CH:14][C:13]([CH2:16][N:17]3[CH:21]=[CH:20][N:19]=[CH:18]3)=[CH:12][CH:11]=2)O)=[CH:4][CH:3]=1.[Cl:22][C:23]1[CH:32]=[C:31]2[C:26]([C:27]([NH2:33])=[CH:28][CH:29]=[N:30]2)=[CH:25][CH:24]=1.ClC1C=C2C(C(N)=CCN2C(C2C=CC(Cl)=CC=2)C2C=CC(CN3CCOCC3)=CC=2)=CC=1, predict the reaction product. The product is: [Cl:22][C:23]1[CH:32]=[C:31]2[C:26]([C:27]([NH2:33])=[CH:28][CH2:29][N:30]2[CH:8]([C:10]2[CH:15]=[CH:14][C:13]([CH2:16][N:17]3[CH:21]=[CH:20][N:19]=[CH:18]3)=[CH:12][CH:11]=2)[C:5]2[CH:6]=[CH:7][C:2]([Cl:1])=[CH:3][CH:4]=2)=[CH:25][CH:24]=1. (3) Given the reactants [F:1][C:2]1[CH:3]=[C:4]([C@@H:10]2[CH2:15][CH2:14][N:13]([C:16]([O:18][C:19]([CH3:22])([CH3:21])[CH3:20])=[O:17])[CH2:12][C@H:11]2O)[CH:5]=[CH:6][C:7]=1[O:8][CH3:9].CCN(S(F)(F)[F:30])CC, predict the reaction product. The product is: [F:30][C@H:11]1[C@H:10]([C:4]2[CH:5]=[CH:6][C:7]([O:8][CH3:9])=[C:2]([F:1])[CH:3]=2)[CH2:15][CH2:14][N:13]([C:16]([O:18][C:19]([CH3:22])([CH3:21])[CH3:20])=[O:17])[CH2:12]1. (4) Given the reactants [CH3:1][N:2]1[CH:6]([CH:7]2[CH2:9][CH:8]2[C:10]2[CH:15]=[CH:14][CH:13]=[CH:12][CH:11]=2)[CH2:5][C:4](=[CH2:16])[C:3]1=[O:17].[NH:18]1[CH2:23][CH2:22][CH2:21][CH2:20][CH2:19]1, predict the reaction product. The product is: [CH3:1][N:2]1[CH:6]([CH:7]2[CH2:9][CH:8]2[C:10]2[CH:15]=[CH:14][CH:13]=[CH:12][CH:11]=2)[CH2:5][CH:4]([CH2:16][N:18]2[CH2:23][CH2:22][CH2:21][CH2:20][CH2:19]2)[C:3]1=[O:17]. (5) Given the reactants N[C@@H](C(O)=O)CC1N=CNC=1.Br[C:13]1[CH:18]=[CH:17][C:16]([C:19]2[C:20](=[O:28])[NH:21][C:22]3([CH2:27][CH2:26][CH2:25][CH2:24]3)[N:23]=2)=[CH:15][CH:14]=1.[CH3:29][C:30]1[NH:31][CH:32]=[CH:33][N:34]=1.C(=O)([O-])[O-].[K+].[K+].C(=O)(O)[O-].[Na+], predict the reaction product. The product is: [CH3:29][C:30]1[N:31]([C:13]2[CH:18]=[CH:17][C:16]([C:19]3[C:20](=[O:28])[NH:21][C:22]4([CH2:27][CH2:26][CH2:25][CH2:24]4)[N:23]=3)=[CH:15][CH:14]=2)[CH:32]=[CH:33][N:34]=1. (6) Given the reactants [NH2:1][C:2]1[CH:7]=[CH:6][CH:5]=[CH:4][C:3]=1[NH:8][C:9](=[O:28])[C:10]1[CH:15]=[CH:14][C:13]([CH2:16][N:17]2[CH2:25][C:24]3[C:19](=[CH:20][CH:21]=[CH:22][C:23]=3Br)[C:18]2=[O:27])=[CH:12][CH:11]=1.[F:29][C:30]1[CH:31]=[C:32](B(O)O)[CH:33]=[CH:34][C:35]=1[O:36][CH3:37], predict the reaction product. The product is: [NH2:1][C:2]1[CH:7]=[CH:6][CH:5]=[CH:4][C:3]=1[NH:8][C:9](=[O:28])[C:10]1[CH:15]=[CH:14][C:13]([CH2:16][N:17]2[CH2:25][C:24]3[C:19](=[CH:20][CH:21]=[CH:22][C:23]=3[C:32]3[CH:33]=[CH:34][C:35]([O:36][CH3:37])=[C:30]([F:29])[CH:31]=3)[C:18]2=[O:27])=[CH:12][CH:11]=1. (7) Given the reactants [NH2:1][C:2]1[CH2:28][O:27][CH2:26][C@:4]2([C:17]3[CH:16]=[C:15]([C:18]4[CH2:19][O:20][CH2:21][CH2:22][CH:23]=4)[CH:14]=[C:13]([F:24])[C:12]=3[O:11][C:10]3[C:5]2=[CH:6][C:7]([OH:25])=[CH:8][CH:9]=3)[N:3]=1.[CH3:29][C:30]([O:33][C:34](O[C:34]([O:33][C:30]([CH3:32])([CH3:31])[CH3:29])=[O:35])=[O:35])([CH3:32])[CH3:31].C(N(CC)CC)C, predict the reaction product. The product is: [O:20]1[CH2:21][CH2:22][CH:23]=[C:18]([C:15]2[CH:14]=[C:13]([F:24])[C:12]3[O:11][C:10]4[C:5](=[CH:6][C:7]([OH:25])=[CH:8][CH:9]=4)[C@:4]4([N:3]=[C:2]([NH:1][C:34](=[O:35])[O:33][C:30]([CH3:32])([CH3:31])[CH3:29])[CH2:28][O:27][CH2:26]4)[C:17]=3[CH:16]=2)[CH2:19]1. (8) Given the reactants F[C:2](F)(F)[C:3]([OH:5])=O.[NH2:8][CH:9]1[CH:18]([CH2:19][C:20]2[CH:25]=[CH:24][CH:23]=[CH:22][CH:21]=2)[C:17]2[CH:16]=[C:15]([CH2:26][NH:27][S:28]([CH2:31][CH2:32][CH3:33])(=[O:30])=[O:29])[CH:14]=[CH:13][C:12]=2[CH2:11][CH2:10]1.C(Cl)(=O)C.C(N(C(C)C)C(C)C)C, predict the reaction product. The product is: [CH2:19]([CH:18]1[C:17]2[C:12](=[CH:13][CH:14]=[C:15]([CH2:26][NH:27][S:28]([CH2:31][CH2:32][CH3:33])(=[O:30])=[O:29])[CH:16]=2)[CH2:11][CH2:10][CH:9]1[NH:8][C:3](=[O:5])[CH3:2])[C:20]1[CH:21]=[CH:22][CH:23]=[CH:24][CH:25]=1. (9) Given the reactants Cl[C:2]1[C:3]([NH2:9])=[N:4][CH:5]=[N:6][C:7]=1Cl.[CH2:10]([N:17]1[CH:21]=[C:20](B(O)O)[CH:19]=[N:18]1)[C:11]1[CH:16]=[CH:15][CH:14]=[CH:13][CH:12]=1.[OH:25][CH:26]1[CH2:39][C:28]2([CH2:31][N:30]([C:32]([O:34]C(C)(C)C)=O)[CH2:29]2)[CH2:27]1.[C:40](O)(=O)[C:41]#C, predict the reaction product. The product is: [NH2:9][C:3]1[N:4]=[CH:5][N:6]=[C:7]([O:25][CH:26]2[CH2:27][C:28]3([CH2:29][N:30]([C:32](=[O:34])[C:40]#[CH:41])[CH2:31]3)[CH2:39]2)[C:2]=1[C:20]1[CH:19]=[N:18][N:17]([CH2:10][C:11]2[CH:16]=[CH:15][CH:14]=[CH:13][CH:12]=2)[CH:21]=1. (10) Given the reactants Br[C:2]1[CH:11]=[C:10]2[C:5]([C:6]([NH:14][C:15]3[CH:20]=[CH:19][C:18]([Cl:21])=[CH:17][C:16]=3[Cl:22])=[C:7]([C:12]#[N:13])[CH:8]=[N:9]2)=[CH:4][CH:3]=1.C([Sn](CCCC)(CCCC)/[C:28](/[CH2:40][CH2:41][CH2:42][CH2:43][CH3:44])=[CH:29]/[CH2:30][CH2:31][CH2:32][CH2:33][N:34]1[CH2:39][CH2:38][O:37][CH2:36][CH2:35]1)CCC, predict the reaction product. The product is: [Cl:22][C:16]1[CH:17]=[C:18]([Cl:21])[CH:19]=[CH:20][C:15]=1[NH:14][C:6]1[C:5]2[C:10](=[CH:11][C:2](/[CH:44]=[CH:43]/[CH2:42][CH2:41][CH2:40][CH2:28][CH2:29][CH2:30][CH2:31][CH2:32][CH2:33][N:34]3[CH2:39][CH2:38][O:37][CH2:36][CH2:35]3)=[CH:3][CH:4]=2)[N:9]=[CH:8][C:7]=1[C:12]#[N:13].